Dataset: Reaction yield outcomes from USPTO patents with 853,638 reactions. Task: Predict the reaction yield, written as a fraction of the theoretical maximum amount of product (1.0 means a 100% yield; for example, 0.34 means a 34% yield). (1) The reactants are [CH3:1][O:2][C:3]1[CH:4]=[C:5]2[C:10](=[CH:11][C:12]=1[O:13][CH2:14][CH2:15][O:16][CH3:17])[N:9]=[CH:8][N:7]=[C:6]2[O:18][C:19]1[CH:20]=[C:21]([CH:23]=[CH:24][CH:25]=1)[NH2:22].[C:26]([C:30]1[CH:34]=[C:33]([NH:35][C:36](=O)[O:37]C2C=CC=CC=2)[O:32][N:31]=1)([CH3:29])([CH3:28])[CH3:27]. No catalyst specified. The product is [C:26]([C:30]1[CH:34]=[C:33]([NH:35][C:36]([NH:22][C:21]2[CH:23]=[CH:24][CH:25]=[C:19]([O:18][C:6]3[C:5]4[C:10](=[CH:11][C:12]([O:13][CH2:14][CH2:15][O:16][CH3:17])=[C:3]([O:2][CH3:1])[CH:4]=4)[N:9]=[CH:8][N:7]=3)[CH:20]=2)=[O:37])[O:32][N:31]=1)([CH3:29])([CH3:27])[CH3:28]. The yield is 0.680. (2) The reactants are [Cl:1][C:2]1[N:7]=[C:6](Cl)[CH:5]=[C:4]([Cl:9])[N:3]=1.[NH2:10][C:11]1[CH:15]=[C:14]([CH:16]2[CH2:18][CH2:17]2)[NH:13][N:12]=1.C(N(CC)CC)C. The catalyst is CCO. The product is [CH:16]1([C:14]2[CH:15]=[C:11]([NH:10][C:6]3[CH:5]=[C:4]([Cl:9])[N:3]=[C:2]([Cl:1])[N:7]=3)[NH:12][N:13]=2)[CH2:18][CH2:17]1. The yield is 0.800. (3) The reactants are [CH3:1][C:2]1O[C:4](=[O:15])[C:5]2[C:11]([N+:12]([O-:14])=[O:13])=[CH:10][CH:9]=[CH:8][C:6]=2[N:7]=1.Br.[NH2:17][C@@:18]1([CH3:26])[CH2:23][CH2:22][C:21](=[O:24])[NH:20][C:19]1=[O:25].N1C=CN=C1.C1(OP(OC2C=CC=CC=2)OC2C=CC=CC=2)C=CC=CC=1. The catalyst is CN(C=O)C. The product is [CH3:26][C@:18]1([N:17]2[C:4](=[O:15])[C:5]3[C:6](=[CH:8][CH:9]=[CH:10][C:11]=3[N+:12]([O-:14])=[O:13])[N:7]=[C:2]2[CH3:1])[CH2:23][CH2:22][C:21](=[O:24])[NH:20][C:19]1=[O:25]. The yield is 0.220. (4) The catalyst is COCCOC.CN(C)C=O.C1C=CC([P]([Pd]([P](C2C=CC=CC=2)(C2C=CC=CC=2)C2C=CC=CC=2)([P](C2C=CC=CC=2)(C2C=CC=CC=2)C2C=CC=CC=2)[P](C2C=CC=CC=2)(C2C=CC=CC=2)C2C=CC=CC=2)(C2C=CC=CC=2)C2C=CC=CC=2)=CC=1.C1C=CC(P(C2C=CC=CC=2)[C-]2C=CC=C2)=CC=1.C1C=CC(P(C2C=CC=CC=2)[C-]2C=CC=C2)=CC=1.Cl[Pd]Cl.[Fe+2]. The yield is 0.390. The product is [CH3:66][O:65][C:64]([NH:63][C@H:59]([C:58]([N:53]1[C@@H:54]([CH3:57])[CH2:55][CH2:56][C@H:52]1[C:50]1[NH:51][C:47]([C:32]2[CH:33]=[C:34]3[CH2:35][O:36][C:23]4[CH:22]=[C:21]5[C:26]([CH:27]=[CH:28][C:18]6[NH:17][C:16]([C@@H:6]7[CH2:5][C@H:4]([CH2:3][O:2][CH3:1])[CH2:8][N:7]7[C:9]([O:11][C:12]([CH3:13])([CH3:14])[CH3:15])=[O:10])=[N:20][C:19]=65)=[CH:25][C:24]=4[C:29]3=[CH:30][CH:31]=2)=[CH:48][N:49]=1)=[O:68])[CH:60]([CH3:62])[CH3:61])=[O:67]. The reactants are [CH3:1][O:2][CH2:3][C@@H:4]1[CH2:8][N:7]([C:9]([O:11][C:12]([CH3:15])([CH3:14])[CH3:13])=[O:10])[C@H:6]([C:16]2[NH:20][C:19]3[C:21]4[C:26]([CH:27]=[CH:28][C:18]=3[N:17]=2)=[CH:25][C:24]2[C:29]3[C:34]([CH2:35][O:36][C:23]=2[CH:22]=4)=[CH:33][C:32](B2OC(C)(C)C(C)(C)O2)=[CH:31][CH:30]=3)[CH2:5]1.Br[C:47]1[NH:51][C:50]([C@@H:52]2[CH2:56][CH2:55][C@H:54]([CH3:57])[N:53]2[C:58](=[O:68])[C@@H:59]([NH:63][C:64](=[O:67])[O:65][CH3:66])[CH:60]([CH3:62])[CH3:61])=[N:49][CH:48]=1.C(=O)([O-])[O-].[K+].[K+]. (5) The reactants are [CH3:1]N(N=O)C(N[N+]([O-])=O)=N.[OH-].[K+].O.[CH3:14][C:15]1[CH:16]=[C:17]([CH:21]=[CH:22][C:23]=1[CH:24]1[C:33]2[C:32]([C:34]3[CH:39]=[CH:38][CH:37]=[CH:36][N:35]=3)=[N:31][N:30]([CH3:40])[C:29]=2[CH2:28][C:27](=[O:41])[CH2:26][CH2:25]1)[C:18]([OH:20])=[O:19]. The catalyst is C1COCC1.CCOCC. The product is [CH3:14][C:15]1[CH:16]=[C:17]([CH:21]=[CH:22][C:23]=1[CH:24]1[C:33]2[C:32]([C:34]3[CH:39]=[CH:38][CH:37]=[CH:36][N:35]=3)=[N:31][N:30]([CH3:40])[C:29]=2[CH2:28][C:27](=[O:41])[CH2:26][CH2:25]1)[C:18]([O:20][CH3:1])=[O:19]. The yield is 0.880.